This data is from Forward reaction prediction with 1.9M reactions from USPTO patents (1976-2016). The task is: Predict the product of the given reaction. Given the reactants Cl[C:2]1[CH:7]=[C:6]([Cl:8])[N:5]=[N:4][C:3]=1[C:9]([O:11][CH2:12][CH3:13])=[O:10].[C:14]([C:18]1[N:23]=[C:22]([NH2:24])[CH:21]=[CH:20][CH:19]=1)([CH3:17])([CH3:16])[CH3:15], predict the reaction product. The product is: [C:14]([C:18]1[N:23]=[C:22]([NH:24][C:2]2[CH:7]=[C:6]([Cl:8])[N:5]=[N:4][C:3]=2[C:9]([O:11][CH2:12][CH3:13])=[O:10])[CH:21]=[CH:20][CH:19]=1)([CH3:17])([CH3:15])[CH3:16].